Dataset: Full USPTO retrosynthesis dataset with 1.9M reactions from patents (1976-2016). Task: Predict the reactants needed to synthesize the given product. (1) Given the product [CH2:1]([O:8][C:9]([N:11]1[CH2:15][C:14](=[O:16])[N:13]=[C:12]1[NH:17][CH2:28][C:27]1[CH:26]=[CH:23][CH:22]=[CH:21][C:20]=1[O:19][CH3:18])=[O:10])[C:2]1[CH:7]=[CH:6][CH:5]=[CH:4][CH:3]=1, predict the reactants needed to synthesize it. The reactants are: [CH2:1]([O:8][C:9]([N:11]1[CH2:15][C:14](=[O:16])[N:13]=[C:12]1[NH2:17])=[O:10])[C:2]1[CH:7]=[CH:6][CH:5]=[CH:4][CH:3]=1.[CH3:18][O:19][C:20]1[CH:27]=[CH:26][C:23](CCl)=[CH:22][CH:21]=1.[CH3:28]CN(C(C)C)C(C)C. (2) Given the product [F:1][C:2]1[CH:3]=[C:4]([C@:12]([C:20]2[CH:25]=[C:24]([O:26][C:27]([F:31])([F:32])[CH:28]([F:29])[F:30])[CH:23]=[C:22]([F:33])[CH:21]=2)([NH2:34])[CH2:13][C:14]2[CH:19]=[CH:18][CH:17]=[CH:16][CH:15]=2)[CH:5]=[CH:6][C:7]=1[O:8][CH:9]([CH3:11])[CH3:10], predict the reactants needed to synthesize it. The reactants are: [F:1][C:2]1[CH:3]=[C:4]([C@@:12]([NH:34][S@@](C(C)(C)C)=O)([C:20]2[CH:25]=[C:24]([O:26][C:27]([F:32])([F:31])[CH:28]([F:30])[F:29])[CH:23]=[C:22]([F:33])[CH:21]=2)[CH2:13][C:14]2[CH:19]=[CH:18][CH:17]=[CH:16][CH:15]=2)[CH:5]=[CH:6][C:7]=1[O:8][CH:9]([CH3:11])[CH3:10].Cl. (3) Given the product [CH:31]1([CH:34]([CH:36]2[CH2:38][CH2:37]2)[N:6]2[CH:7]=[CH:8][C:3]([O:2][CH3:1])=[C:4]([C:10]#[N:11])[C:5]2=[O:9])[CH2:33][CH2:32]1, predict the reactants needed to synthesize it. The reactants are: [CH3:1][O:2][C:3]1[CH:8]=[CH:7][NH:6][C:5](=[O:9])[C:4]=1[C:10]#[N:11].C1(P(C2C=CC=CC=2)C2C=CC=CC=2)C=CC=CC=1.[CH:31]1([CH:34]([CH:36]2[CH2:38][CH2:37]2)O)[CH2:33][CH2:32]1.N(C(OCCOC)=O)=NC(OCCOC)=O. (4) Given the product [ClH:3].[Cl:3][C:4]1[CH:9]=[C:8]([Cl:10])[CH:7]=[CH:6][C:5]=1[C:11]1[CH:16]=[CH:15][C:14]([O:17][C:18]([F:19])([F:20])[F:21])=[C:13]([CH2:22][NH:23][C@H:24]2[CH2:29][CH2:28][N:27]([C:44](=[O:45])[CH2:43][N:39]3[C:38](=[O:47])[C:37]([CH3:48])([CH3:36])[O:41][C:40]3=[O:42])[CH2:26][C@H:25]2[C:30]2[CH:31]=[CH:32][CH:33]=[CH:34][CH:35]=2)[CH:12]=1, predict the reactants needed to synthesize it. The reactants are: Cl.Cl.[Cl:3][C:4]1[CH:9]=[C:8]([Cl:10])[CH:7]=[CH:6][C:5]=1[C:11]1[CH:16]=[CH:15][C:14]([O:17][C:18]([F:21])([F:20])[F:19])=[C:13]([CH2:22][NH:23][C@H:24]2[CH2:29][CH2:28][NH:27][CH2:26][C@H:25]2[C:30]2[CH:35]=[CH:34][CH:33]=[CH:32][CH:31]=2)[CH:12]=1.[CH3:36][C:37]1([CH3:48])[O:41][C:40](=[O:42])[N:39]([CH2:43][C:44](O)=[O:45])[C:38]1=[O:47].Cl.C(OCC)(=O)C.